The task is: Predict the product of the given reaction.. This data is from Forward reaction prediction with 1.9M reactions from USPTO patents (1976-2016). Given the reactants Cl.[CH2:2]([N:4]([CH2:9][C:10]1[C:15]([N+:16]([O-])=O)=[CH:14][CH:13]=[C:12]([Cl:19])[C:11]=1[Cl:20])[CH2:5][C:6]([OH:8])=[O:7])[CH3:3].O.O.[Sn](Cl)(Cl)(Cl)Cl.NCC(O)=O.[Sn], predict the reaction product. The product is: [CH2:2]([N:4]([CH2:9][C:10]1[C:15]([NH2:16])=[CH:14][CH:13]=[C:12]([Cl:19])[C:11]=1[Cl:20])[CH2:5][C:6]([OH:8])=[O:7])[CH3:3].